Dataset: Forward reaction prediction with 1.9M reactions from USPTO patents (1976-2016). Task: Predict the product of the given reaction. (1) The product is: [F:1][C:2]1[CH:3]=[C:4]2[C:9](=[CH:10][CH:11]=1)[CH:8]=[N+:7]([O-:20])[CH:6]=[CH:5]2. Given the reactants [F:1][C:2]1[CH:3]=[C:4]2[C:9](=[CH:10][CH:11]=1)[CH:8]=[N:7][CH:6]=[CH:5]2.C1C=C(Cl)C=C(C(OO)=[O:20])C=1, predict the reaction product. (2) Given the reactants [N+:1]([C:4]1[CH:11]=[CH:10][C:7]([CH2:8]Br)=[CH:6][CH:5]=1)([O-:3])=[O:2].[CH3:12][N:13]1[CH2:18][CH2:17][NH:16][CH2:15][CH2:14]1.C([O-])([O-])=O.[K+].[K+].CCOC(C)=O, predict the reaction product. The product is: [CH3:12][N:13]1[CH2:18][CH2:17][N:16]([CH2:8][C:7]2[CH:10]=[CH:11][C:4]([N+:1]([O-:3])=[O:2])=[CH:5][CH:6]=2)[CH2:15][CH2:14]1. (3) Given the reactants [CH:1]1([Mg]Cl)[CH2:6][CH2:5][CH2:4][CH2:3][CH2:2]1.[N:9]12[CH2:16][CH2:15][CH:12]([CH2:13][CH2:14]1)[C@@H:11]([O:17][C:18](=[O:27])[C:19](=[O:26])[C:20]1[CH:25]=[CH:24][CH:23]=[CH:22][CH:21]=1)[CH2:10]2.[Cl-].[NH4+], predict the reaction product. The product is: [N:9]12[CH2:14][CH2:13][CH:12]([CH2:15][CH2:16]1)[C@@H:11]([O:17][C:18](=[O:27])[C:19]([CH:20]1[CH2:21][CH2:22][CH2:23][CH2:24][CH2:25]1)([OH:26])[C:1]1[CH:6]=[CH:5][CH:4]=[CH:3][CH:2]=1)[CH2:10]2. (4) Given the reactants [CH2:1]([O:3][C:4](=[O:21])[CH:5]([CH2:11][C:12]([C:14]1[CH:19]=[CH:18][N:17]=[C:16]([Cl:20])[CH:15]=1)=O)[C:6](=O)[CH:7]([CH3:9])[CH3:8])[CH3:2].C([O-])(=O)C.[NH4+:26].C([O-])(O)=O.[Na+], predict the reaction product. The product is: [CH2:1]([O:3][C:4]([C:5]1[CH:11]=[C:12]([C:14]2[CH:19]=[CH:18][N:17]=[C:16]([Cl:20])[CH:15]=2)[NH:26][C:6]=1[CH:7]([CH3:9])[CH3:8])=[O:21])[CH3:2]. (5) Given the reactants CC(O)(C(C)(O)C)C.C(OCC[N:14]1[CH:18]=[C:17]([B:19]2[O:23][C:22]([CH3:25])([CH3:24])[C:21]([CH3:27])([CH3:26])[O:20]2)[CH:16]=[N:15]1)C.Cl.C(N(CC)CC)C, predict the reaction product. The product is: [CH3:26][C:21]1([CH3:27])[C:22]([CH3:24])([CH3:25])[O:23][B:19]([C:17]2[CH:16]=[N:15][NH:14][CH:18]=2)[O:20]1. (6) The product is: [N:1]1([C:5]2[N:10]=[C:9]([S:11][CH3:12])[N:8]=[C:7]([NH:13][NH:14][C:15](=[O:34])[C@H:16]([CH2:28][CH:29]3[CH2:30][CH2:31][CH2:32][CH2:33]3)[CH2:17][N:18]([OH:21])[CH:19]=[O:20])[C:6]=2[F:35])[CH2:2][CH2:3][CH2:4]1. Given the reactants [N:1]1([C:5]2[N:10]=[C:9]([S:11][CH3:12])[N:8]=[C:7]([NH:13][NH:14][C:15](=[O:34])[C@H:16]([CH2:28][CH:29]3[CH2:33][CH2:32][CH2:31][CH2:30]3)[CH2:17][N:18]([O:21]C3CCCCO3)[CH:19]=[O:20])[C:6]=2[F:35])[CH2:4][CH2:3][CH2:2]1, predict the reaction product. (7) Given the reactants [N:1]1([C:7]([N:9]2[CH2:14][CH:13]([C:15]3[CH:20]=[CH:19][C:18]([O:21][C:22]([F:25])([F:24])[F:23])=[CH:17][CH:16]=3)[CH2:12][CH:11]([C:26]([OH:28])=O)[CH2:10]2)=[O:8])[CH2:6][CH2:5][O:4][CH2:3][CH2:2]1.[F:29][C:30]1[CH:35]=[C:34]([F:36])[CH:33]=[CH:32][C:31]=1[C:37](=[N:39]O)[NH2:38], predict the reaction product. The product is: [F:29][C:30]1[CH:35]=[C:34]([F:36])[CH:33]=[CH:32][C:31]=1[C:37]1[N:39]=[C:26]([CH:11]2[CH2:12][CH:13]([C:15]3[CH:20]=[CH:19][C:18]([O:21][C:22]([F:25])([F:24])[F:23])=[CH:17][CH:16]=3)[CH2:14][N:9]([C:7]([N:1]3[CH2:6][CH2:5][O:4][CH2:3][CH2:2]3)=[O:8])[CH2:10]2)[O:28][N:38]=1.